This data is from Peptide-MHC class II binding affinity with 134,281 pairs from IEDB. The task is: Regression. Given a peptide amino acid sequence and an MHC pseudo amino acid sequence, predict their binding affinity value. This is MHC class II binding data. (1) The binding affinity (normalized) is 0.0608. The peptide sequence is GKIILVAVHVASGYI. The MHC is HLA-DPA10201-DPB10501 with pseudo-sequence HLA-DPA10201-DPB10501. (2) The peptide sequence is SEFENDEHIILYLVN. The MHC is DRB4_0101 with pseudo-sequence DRB4_0103. The binding affinity (normalized) is 0.255.